This data is from Forward reaction prediction with 1.9M reactions from USPTO patents (1976-2016). The task is: Predict the product of the given reaction. (1) Given the reactants [CH2:1]([O:3][C:4](=[O:23])[C:5]1[CH:10]=[C:9]([OH:11])[CH:8]=[C:7]([O:12][C:13]2[C:18]([F:19])=[CH:17][C:16]([C:20]#[N:21])=[CH:15][C:14]=2[F:22])[CH:6]=1)[CH3:2].[C:24](O[C:24]([O:26][C:27]([CH3:30])([CH3:29])[CH3:28])=[O:25])([O:26][C:27]([CH3:30])([CH3:29])[CH3:28])=[O:25].[BH4-].[Na+].NCCNCCN, predict the reaction product. The product is: [CH2:1]([O:3][C:4](=[O:23])[C:5]1[CH:10]=[C:9]([OH:11])[CH:8]=[C:7]([O:12][C:13]2[C:18]([F:19])=[CH:17][C:16]([CH2:20][NH:21][C:24]([O:26][C:27]([CH3:30])([CH3:29])[CH3:28])=[O:25])=[CH:15][C:14]=2[F:22])[CH:6]=1)[CH3:2]. (2) Given the reactants CO.C(O[BH-](OC(=O)C)OC(=O)C)(=O)C.[Na+].[N:17]1([C:23]2[S:24][C:25]3[CH:31]=[C:30]([OH:32])[CH:29]=[CH:28][C:26]=3[N:27]=2)[CH2:22][CH2:21][NH:20][CH2:19][CH2:18]1.[F:33][C:34]([F:45])([F:44])[O:35][C:36]1[CH:43]=[CH:42][C:39]([CH:40]=O)=[CH:38][CH:37]=1, predict the reaction product. The product is: [F:33][C:34]([F:44])([F:45])[O:35][C:36]1[CH:43]=[CH:42][C:39]([CH2:40][N:20]2[CH2:19][CH2:18][N:17]([C:23]3[S:24][C:25]4[CH:31]=[C:30]([OH:32])[CH:29]=[CH:28][C:26]=4[N:27]=3)[CH2:22][CH2:21]2)=[CH:38][CH:37]=1.